Dataset: Forward reaction prediction with 1.9M reactions from USPTO patents (1976-2016). Task: Predict the product of the given reaction. (1) Given the reactants [F:1][C:2]([F:17])([CH2:6][N:7]1[CH2:12][CH2:11][N:10]([C:13](=[O:16])[NH:14][CH3:15])[CH2:9][CH2:8]1)[C:3]([OH:5])=O.[NH2:18][CH2:19][C:20]([N:22]([C:24]1[CH:29]=[CH:28][C:27]([Cl:30])=[C:26]([CH2:31][O:32][C:33]2[C:41]3[N:40]=[C:39]([O:42][CH3:43])[N:38]([CH2:44][C:45]4[CH:50]=[CH:49][CH:48]=[CH:47][N:46]=4)[C:37]=3[CH:36]=[CH:35][CH:34]=2)[C:25]=1[Cl:51])[CH3:23])=[O:21].CN(C(ON1N=NC2C=CC=CC1=2)=[N+](C)C)C.[B-](F)(F)(F)F.ClC1C(COC2C3N=C(OC)N(CC4C=CC=CN=4)C=3C=CC=2)=C(Cl)C=CC=1N(C)C(=O)CNC(=O)CCC1C=CC(C(NCCOC)=O)=CC=1, predict the reaction product. The product is: [Cl:51][C:25]1[C:26]([CH2:31][O:32][C:33]2[C:41]3[N:40]=[C:39]([O:42][CH3:43])[N:38]([CH2:44][C:45]4[CH:50]=[CH:49][CH:48]=[CH:47][N:46]=4)[C:37]=3[CH:36]=[CH:35][CH:34]=2)=[C:27]([Cl:30])[CH:28]=[CH:29][C:24]=1[N:22]([CH3:23])[C:20](=[O:21])[CH2:19][NH:18][C:3](=[O:5])[C:2]([F:1])([F:17])[CH2:6][N:7]1[CH2:12][CH2:11][N:10]([C:13]([NH:14][CH3:15])=[O:16])[CH2:9][CH2:8]1. (2) Given the reactants [Cl:1][C:2]1[CH:7]=[C:6]([Cl:8])[CH:5]=[CH:4][C:3]=1[C@H:9]([N:11]1[C:15]2[CH:16]=[C:17]([N:20]3[CH2:25][CH2:24][NH:23][CH2:22][CH2:21]3)[CH:18]=[CH:19][C:14]=2[N:13]=[CH:12]1)[CH3:10].C(OC([N:33]1[CH2:37][CH2:36][CH2:35][C@@H:34]1[C:38](O)=[O:39])=O)(C)(C)C.CN(C(ON1N=NC2C=CC=NC1=2)=[N+](C)C)C.F[P-](F)(F)(F)(F)F.C(N(CC)CC)C, predict the reaction product. The product is: [Cl:1][C:2]1[CH:7]=[C:6]([Cl:8])[CH:5]=[CH:4][C:3]=1[C@H:9]([N:11]1[C:15]2[CH:16]=[C:17]([N:20]3[CH2:21][CH2:22][N:23]([C:38]([C@H:34]4[CH2:35][CH2:36][CH2:37][NH:33]4)=[O:39])[CH2:24][CH2:25]3)[CH:18]=[CH:19][C:14]=2[N:13]=[CH:12]1)[CH3:10]. (3) Given the reactants [CH2:1]([O:8][CH2:9][CH2:10][O:11][CH2:12][CH:13]1[CH:22](SC2C=CC(Cl)=CC=2)[C:21]2[C:16](=[C:17]([F:32])[CH:18]=[CH:19][C:20]=2[F:31])[O:15][CH2:14]1)[C:2]1[CH:7]=[CH:6][CH:5]=[CH:4][CH:3]=1.[CH:33]1[CH:38]=[C:37]([Cl:39])[CH:36]=[C:35](C(OO)=O)[CH:34]=1.[S:44]([O-:48])([O-])(=[O:46])=S.[Na+].[Na+], predict the reaction product. The product is: [CH2:1]([O:8][CH2:9][CH2:10][O:11][CH2:12][CH:13]1[CH:22]([S:44]([C:34]2[CH:33]=[CH:38][C:37]([Cl:39])=[CH:36][CH:35]=2)(=[O:48])=[O:46])[C:21]2[C:16](=[C:17]([F:32])[CH:18]=[CH:19][C:20]=2[F:31])[O:15][CH2:14]1)[C:2]1[CH:3]=[CH:4][CH:5]=[CH:6][CH:7]=1. (4) Given the reactants [NH2:1][C@@H:2]([CH2:14][CH:15]1[CH2:20][CH2:19][CH2:18][CH2:17][CH2:16]1)[CH2:3][NH:4][C:5](=[O:13])[O:6][CH2:7][CH2:8][Si:9]([CH3:12])([CH3:11])[CH3:10].C([O-])([O-])=O.[K+].[K+].[CH3:27][C:28]([O:31][C:32](O[C:32]([O:31][C:28]([CH3:30])([CH3:29])[CH3:27])=[O:33])=[O:33])([CH3:30])[CH3:29], predict the reaction product. The product is: [CH3:10][Si:9]([CH3:11])([CH3:12])[CH2:8][CH2:7][O:6][C:5]([NH:4][CH2:3][C@@H:2]([NH:1][C:32](=[O:33])[O:31][C:28]([CH3:30])([CH3:29])[CH3:27])[CH2:14][CH:15]1[CH2:16][CH2:17][CH2:18][CH2:19][CH2:20]1)=[O:13]. (5) Given the reactants [OH-].[Li+].[CH3:3][C:4]([O:7][CH2:8][CH2:9][C:10]([NH:12][C:13]1[CH:21]=[C:20]2[C:16]([CH:17]=[C:18]([C:29]([O:31]CC)=[O:30])[N:19]2[C:22]([O:24][C:25]([CH3:28])([CH3:27])[CH3:26])=[O:23])=[CH:15][CH:14]=1)=[O:11])([CH3:6])[CH3:5].CO.O, predict the reaction product. The product is: [CH3:28][C:25]([O:24][C:22]([N:19]1[C:20]2[C:16](=[CH:15][CH:14]=[C:13]([NH:12][C:10](=[O:11])[CH2:9][CH2:8][O:7][C:4]([CH3:5])([CH3:3])[CH3:6])[CH:21]=2)[CH:17]=[C:18]1[C:29]([OH:31])=[O:30])=[O:23])([CH3:26])[CH3:27]. (6) Given the reactants O[CH2:2][C@@H:3]([NH:10][C:11](=[O:20])[O:12][CH2:13][C:14]1[CH:19]=[CH:18][CH:17]=[CH:16][CH:15]=1)[C:4]1[CH:9]=[CH:8][CH:7]=[CH:6][CH:5]=1.C(OC(NC(CC(C)C)C[NH:34][C:35](=[O:41])[O:36][C:37]([CH3:40])([CH3:39])[CH3:38])=O)C1C=CC=CC=1, predict the reaction product. The product is: [CH2:13]([O:12][C:11]([NH:10][C@@H:3]([C:4]1[CH:9]=[CH:8][CH:7]=[CH:6][CH:5]=1)[CH2:2][NH:34][C:35](=[O:41])[O:36][C:37]([CH3:40])([CH3:39])[CH3:38])=[O:20])[C:14]1[CH:19]=[CH:18][CH:17]=[CH:16][CH:15]=1. (7) Given the reactants [Si]([O:8][CH:9]1[C:13]2=[CH:14][C:15]3[CH:16]=[C:17]([C:21]4[N:26]([CH2:27][C:28]5[CH:33]=[CH:32][C:31]([O:34][CH3:35])=[CH:30][C:29]=5[O:36][CH3:37])[C:25](=[O:38])[C:24]([C:39]([O:41][CH3:42])=[O:40])=[CH:23][C:22]=4[CH2:43][CH3:44])[CH:18]=[CH:19][C:20]=3[N:12]2[CH2:11][CH2:10]1)(C(C)(C)C)(C)C.CCCC[N+](CCCC)(CCCC)CCCC.[F-], predict the reaction product. The product is: [CH3:37][O:36][C:29]1[CH:30]=[C:31]([O:34][CH3:35])[CH:32]=[CH:33][C:28]=1[CH2:27][N:26]1[C:21]([C:17]2[CH:18]=[CH:19][C:20]3[N:12]4[CH2:11][CH2:10][CH:9]([OH:8])[C:13]4=[CH:14][C:15]=3[CH:16]=2)=[C:22]([CH2:43][CH3:44])[CH:23]=[C:24]([C:39]([O:41][CH3:42])=[O:40])[C:25]1=[O:38]. (8) The product is: [CH:6]1([CH2:4][N:1]2[C:11]3[C:6](=[CH:7][CH:8]=[CH:9][CH:10]=3)/[C:4](=[N:21]/[NH:20][C:12](=[O:19])[C:13]3[CH:18]=[CH:17][CH:16]=[CH:15][CH:14]=3)/[C:2]2=[O:3])[CH2:11][CH2:10][CH2:9][CH2:8][CH2:7]1. Given the reactants [NH:1]1[C:11]2[C:6](=[CH:7][CH:8]=[CH:9][CH:10]=2)[C:4](=O)[C:2]1=[O:3].[C:12]([NH:20][NH2:21])(=[O:19])[C:13]1[CH:18]=[CH:17][CH:16]=[CH:15][CH:14]=1, predict the reaction product.